This data is from Full USPTO retrosynthesis dataset with 1.9M reactions from patents (1976-2016). The task is: Predict the reactants needed to synthesize the given product. Given the product [NH2:1][C:2]1[C:7]([CH:8]=[O:9])=[C:6]([CH:12]2[CH2:14][CH2:13]2)[N:5]=[C:4]([N:45]2[CH2:50][CH2:49][O:48][CH2:47][CH2:46]2)[CH:3]=1, predict the reactants needed to synthesize it. The reactants are: [NH2:1][C:2]1[C:7]([CH:8]=[O:9])=[C:6](Cl)[N:5]=[C:4](Cl)[CH:3]=1.[CH:12]1(B(O)O)[CH2:14][CH2:13]1.C1(P(C2CCCCC2)C2CCCCC2)CCCCC1.P([O-])([O-])([O-])=O.[K+].[K+].[K+].[NH:45]1[CH2:50][CH2:49][O:48][CH2:47][CH2:46]1.